This data is from Forward reaction prediction with 1.9M reactions from USPTO patents (1976-2016). The task is: Predict the product of the given reaction. (1) Given the reactants [CH3:1][O:2][C:3]1[CH:8]=[CH:7][N:6]([CH:9]([C:11]2([CH3:14])[CH2:13][CH2:12]2)[CH3:10])[C:5](=[O:15])[C:4]=1[C:16]#[N:17].[Br:18]N1C(=O)CCC1=O.CN(C)C=O, predict the reaction product. The product is: [Br:18][C:8]1[C:3]([O:2][CH3:1])=[C:4]([C:16]#[N:17])[C:5](=[O:15])[N:6]([CH:9]([C:11]2([CH3:14])[CH2:12][CH2:13]2)[CH3:10])[CH:7]=1. (2) Given the reactants [C:1]([Si:5]([C:22]1[CH:27]=[CH:26][CH:25]=[CH:24][CH:23]=1)([C:16]1[CH:21]=[CH:20][CH:19]=[CH:18][CH:17]=1)[O:6][CH2:7][C:8]([CH3:15])([CH3:14])[C:9](=O)[CH2:10][C:11]#[N:12])([CH3:4])([CH3:3])[CH3:2].Cl.[CH2:29]([O:36][C:37]1[CH:38]=[C:39]([NH:43][NH2:44])[CH:40]=[CH:41][CH:42]=1)[C:30]1[CH:35]=[CH:34][CH:33]=[CH:32][CH:31]=1.CCN(C(C)C)C(C)C, predict the reaction product. The product is: [CH2:29]([O:36][C:37]1[CH:38]=[C:39]([N:43]2[C:11]([NH2:12])=[CH:10][C:9]([C:8]([CH3:15])([CH3:14])[CH2:7][O:6][Si:5]([C:1]([CH3:4])([CH3:3])[CH3:2])([C:22]3[CH:27]=[CH:26][CH:25]=[CH:24][CH:23]=3)[C:16]3[CH:21]=[CH:20][CH:19]=[CH:18][CH:17]=3)=[N:44]2)[CH:40]=[CH:41][CH:42]=1)[C:30]1[CH:31]=[CH:32][CH:33]=[CH:34][CH:35]=1. (3) Given the reactants [NH2:1][C:2]1[CH:7]=[CH:6][C:5]([C:8]2[C:12]([C:13]([NH2:15])=[O:14])=[C:11]([NH:16][C:17]([NH:19][CH2:20][CH2:21][CH2:22][N:23]3[CH2:28][CH2:27][O:26][CH2:25][CH2:24]3)=[O:18])[S:10][N:9]=2)=[CH:4][CH:3]=1.C(N(CC)C(C)C)(C)C.[C:38]1([N:44]=[C:45]=[O:46])[CH:43]=[CH:42][CH:41]=[CH:40][CH:39]=1, predict the reaction product. The product is: [NH:44]([C:45]([NH:1][C:2]1[CH:3]=[CH:4][C:5]([C:8]2[C:12]([C:13]([NH2:15])=[O:14])=[C:11]([NH:16][C:17]([NH:19][CH2:20][CH2:21][CH2:22][N:23]3[CH2:24][CH2:25][O:26][CH2:27][CH2:28]3)=[O:18])[S:10][N:9]=2)=[CH:6][CH:7]=1)=[O:46])[C:38]1[CH:43]=[CH:42][CH:41]=[CH:40][CH:39]=1. (4) The product is: [CH:1]1([O:6][C:7]2[CH:12]=[CH:11][C:10]([NH:30][C:28](=[O:29])[C:27]3[CH:31]=[CH:32][CH:33]=[CH:34][C:26]=3[C:25]([F:35])([F:36])[F:24])=[CH:9][C:8]=2[C:14]2[O:15][C:16]3[CH:22]=[CH:21][C:20]([CH3:23])=[CH:19][C:17]=3[N:18]=2)[CH2:5][CH2:4][CH2:3][CH2:2]1. Given the reactants [CH:1]1([O:6][C:7]2[CH:12]=[CH:11][C:10](I)=[CH:9][C:8]=2[C:14]2[O:15][C:16]3[CH:22]=[CH:21][C:20]([CH3:23])=[CH:19][C:17]=3[N:18]=2)[CH2:5][CH2:4][CH2:3][CH2:2]1.[F:24][C:25]([F:36])([F:35])[C:26]1[CH:34]=[CH:33][CH:32]=[CH:31][C:27]=1[C:28]([NH2:30])=[O:29], predict the reaction product. (5) Given the reactants [Br:1][C:2]1[CH:7]=[C:6]([C:8]([F:11])([F:10])[F:9])[CH:5]=[CH:4][C:3]=1[CH2:12]Br.[Cl:14][C:15]1[CH:20]=[C:19]([NH2:21])[CH:18]=[CH:17][C:16]=1[C:22]1[CH:27]=[CH:26][C:25]([Cl:28])=[CH:24][C:23]=1[CH3:29].C([O-])([O-])=O.[K+].[K+], predict the reaction product. The product is: [Br:1][C:2]1[CH:7]=[C:6]([C:8]([F:11])([F:10])[F:9])[CH:5]=[CH:4][C:3]=1[CH2:12][NH:21][C:19]1[CH:18]=[CH:17][C:16]([C:22]2[CH:27]=[CH:26][C:25]([Cl:28])=[CH:24][C:23]=2[CH3:29])=[C:15]([Cl:14])[CH:20]=1. (6) Given the reactants [OH:1][C:2]1[CH:7]=[C:6]([CH3:8])[C:5]([C:9]2[CH:14]=[CH:13][CH:12]=[C:11]([CH2:15][O:16][C:17]3[CH:22]=[CH:21][C:20]([CH2:23][CH2:24][C:25]([O:27][C:28]([CH3:31])([CH3:30])[CH3:29])=[O:26])=[CH:19][CH:18]=3)[CH:10]=2)=[C:4]([CH3:32])[CH:3]=1.[CH2:33]([S:35][CH2:36][CH2:37]O)[CH3:34].C(P(CCCC)CCCC)CCC.N(C(N1CCCCC1)=O)=NC(N1CCCCC1)=O, predict the reaction product. The product is: [CH2:33]([S:35][CH2:36][CH2:37][O:1][C:2]1[CH:3]=[C:4]([CH3:32])[C:5]([C:9]2[CH:14]=[CH:13][CH:12]=[C:11]([CH2:15][O:16][C:17]3[CH:22]=[CH:21][C:20]([CH2:23][CH2:24][C:25]([O:27][C:28]([CH3:29])([CH3:31])[CH3:30])=[O:26])=[CH:19][CH:18]=3)[CH:10]=2)=[C:6]([CH3:8])[CH:7]=1)[CH3:34]. (7) Given the reactants C([O:3][CH:4](OCC)[CH2:5][N:6]([CH2:20][CH2:21][C:22]1[CH:27]=[CH:26][CH:25]=[CH:24][CH:23]=1)[C:7](=[O:19])[CH2:8][CH2:9][O:10][CH2:11][CH2:12][C:13]1[CH:18]=[CH:17][CH:16]=[CH:15][CH:14]=1)C.Cl.ClCCl, predict the reaction product. The product is: [O:3]=[CH:4][CH2:5][N:6]([CH2:20][CH2:21][C:22]1[CH:23]=[CH:24][CH:25]=[CH:26][CH:27]=1)[C:7](=[O:19])[CH2:8][CH2:9][O:10][CH2:11][CH2:12][C:13]1[CH:14]=[CH:15][CH:16]=[CH:17][CH:18]=1.